The task is: Predict the product of the given reaction.. This data is from Forward reaction prediction with 1.9M reactions from USPTO patents (1976-2016). (1) Given the reactants [CH3:1][O:2][C:3](=[O:22])/[C:4](/[NH:11]C(OCC1C=CC=CC=1)=O)=[CH:5]/[C@H:6]1[CH2:9][C@H:8]([CH3:10])[CH2:7]1.[H][H], predict the reaction product. The product is: [CH3:1][O:2][C:3](=[O:22])[CH:4]([NH2:11])[CH2:5][C@H:6]1[CH2:7][C@H:8]([CH3:10])[CH2:9]1. (2) Given the reactants [CH3:1][O:2][C:3]1[CH:4]=[CH:5][C:6]([C:9]([O:11]C)=[O:10])=[N:7][CH:8]=1.[OH-].[Na+:14], predict the reaction product. The product is: [CH3:1][O:2][C:3]1[CH:4]=[CH:5][C:6]([C:9]([O-:11])=[O:10])=[N:7][CH:8]=1.[Na+:14]. (3) Given the reactants [F:1][C:2]1[CH:17]=[CH:16][C:5]([CH2:6][O:7][C:8]2[CH:15]=[CH:14][C:11]([CH:12]=O)=[CH:10][CH:9]=2)=[CH:4][CH:3]=1.Cl.[NH2:19][OH:20].[OH-].[Na+].C(O)(=O)C, predict the reaction product. The product is: [F:1][C:2]1[CH:17]=[CH:16][C:5]([CH2:6][O:7][C:8]2[CH:15]=[CH:14][C:11]([CH:12]=[N:19][OH:20])=[CH:10][CH:9]=2)=[CH:4][CH:3]=1.